Task: Predict the reaction yield, written as a fraction of the theoretical maximum amount of product (1.0 means a 100% yield; for example, 0.34 means a 34% yield).. Dataset: Reaction yield outcomes from USPTO patents with 853,638 reactions (1) The reactants are [CH3:1][C:2]1([CH3:17])[CH2:5][CH:4]([C:6]([C:8]2[CH:16]=[CH:15][C:11]([C:12]([OH:14])=[O:13])=[CH:10][CH:9]=2)=[O:7])[CH2:3]1. The catalyst is C(Cl)Cl. The product is [CH3:1][C:2]1([CH3:17])[CH2:3][CH:4]([C:6]([C:8]2[CH:9]=[CH:10][C:11]([C:12]([O:14][C:2]([CH3:5])([CH3:3])[CH3:1])=[O:13])=[CH:15][CH:16]=2)=[O:7])[CH2:5]1. The yield is 0.570. (2) The reactants are [CH:1]1([C:4]#[C:5][C:6]2[C:7]3[O:14][C:13]([CH:15]=O)=[CH:12][C:8]=3[CH:9]=[N:10][CH:11]=2)[CH2:3][CH2:2]1.[CH2:17]1[S:23][C:21](=[O:22])[NH:20][C:18]1=[O:19].NCCC(O)=O. The catalyst is C(O)(=O)C. The product is [CH:1]1([C:4]#[C:5][C:6]2[C:7]3[O:14][C:13](/[CH:15]=[C:17]4/[C:18](=[O:19])[NH:20][C:21](=[O:22])[S:23]/4)=[CH:12][C:8]=3[CH:9]=[N:10][CH:11]=2)[CH2:2][CH2:3]1. The yield is 0.800. (3) The reactants are [C:1]([C:5]1[N:10]=[C:9]([O:11][CH3:12])[N:8]=[C:7]([O:13][CH:14]2[CH2:31][CH:30]3[CH:16]([C:17](=[O:37])[N:18]([CH3:36])[CH2:19][CH2:20][CH2:21][CH2:22][CH:23]=[CH:24][CH:25]4[C:27]([C:33](O)=[O:34])([NH:28][C:29]3=[O:32])[CH2:26]4)[CH2:15]2)[CH:6]=1)([CH3:4])([CH3:3])[CH3:2].CCN=C=NCCCN(C)C.[CH3:49][C:50]1([S:53]([NH2:56])(=[O:55])=[O:54])[CH2:52][CH2:51]1.C1CCN2C(=NCCC2)CC1.C(O)(=O)CC(CC(O)=O)(C(O)=O)O. The catalyst is C(Cl)Cl. The product is [C:1]([C:5]1[N:10]=[C:9]([O:11][CH3:12])[N:8]=[C:7]([O:13][CH:14]2[CH2:31][CH:30]3[CH:16]([C:17](=[O:37])[N:18]([CH3:36])[CH2:19][CH2:20][CH2:21][CH2:22][CH:23]=[CH:24][CH:25]4[C:27]([C:33]([NH:56][S:53]([C:50]5([CH3:49])[CH2:52][CH2:51]5)(=[O:55])=[O:54])=[O:34])([NH:28][C:29]3=[O:32])[CH2:26]4)[CH2:15]2)[CH:6]=1)([CH3:3])([CH3:4])[CH3:2]. The yield is 0.210. (4) The reactants are COCCOCC[N:8](CCOCCOC)CCOCCOC.Cl[C:24]1[N:32]=[C:31]([Cl:33])[CH:30]=[CH:29][C:25]=1[C:26]([OH:28])=[O:27].C(N)(=O)C.C(=O)([O-])[O-].[K+].[K+].Cl.C(O)(=O)CC(CC(O)=O)(C(O)=O)O. The catalyst is [Cu]Cl.C(OCC)(=O)C.O.C1(C)C(C)=CC=CC=1. The product is [NH2:8][C:24]1[N:32]=[C:31]([Cl:33])[CH:30]=[CH:29][C:25]=1[C:26]([OH:28])=[O:27]. The yield is 0.0450. (5) The reactants are C([O:8][C:9]1[CH:14]=[CH:13][N:12]([CH2:15][CH:16]2[CH2:18][CH2:17]2)[C:11](=[O:19])[CH:10]=1)C1C=CC=CC=1. The catalyst is [Pd].C(O)C. The product is [CH:16]1([CH2:15][N:12]2[CH:13]=[CH:14][C:9]([OH:8])=[CH:10][C:11]2=[O:19])[CH2:17][CH2:18]1. The yield is 1.00. (6) The reactants are Cl.[Br:2][C:3]1[CH:4]=[CH:5][C:6]([O:13][CH:14]2[CH2:18][CH2:17][CH2:16][CH2:15]2)=[C:7]([NH:9]C(=O)C)[CH:8]=1.[OH-].[Na+]. The catalyst is C(O)C. The product is [Br:2][C:3]1[CH:4]=[CH:5][C:6]([O:13][CH:14]2[CH2:18][CH2:17][CH2:16][CH2:15]2)=[C:7]([CH:8]=1)[NH2:9]. The yield is 1.00. (7) The reactants are Cl.[C:2]1(=[O:12])[C:6]2([CH2:11][CH2:10][CH2:9][NH:8][CH2:7]2)[CH2:5][CH2:4][NH:3]1.C(N(CC)CC)C.[F:20][C:21]([F:34])([F:33])[O:22][C:23]1[CH:28]=[CH:27][C:26]([S:29](Cl)(=[O:31])=[O:30])=[CH:25][CH:24]=1. The catalyst is ClCCl. The product is [F:34][C:21]([F:20])([F:33])[O:22][C:23]1[CH:28]=[CH:27][C:26]([S:29]([N:8]2[CH2:9][CH2:10][CH2:11][C:6]3([C:2](=[O:12])[NH:3][CH2:4][CH2:5]3)[CH2:7]2)(=[O:31])=[O:30])=[CH:25][CH:24]=1. The yield is 0.570. (8) The reactants are [N:1]1[CH:6]=[CH:5][C:4]([C:7](=O)[CH2:8][C:9]([O:11]CC)=O)=[CH:3][CH:2]=1.Cl.Cl.[NH2:17][C:18]1[NH:23][CH2:22][CH2:21][CH2:20][N:19]=1.C(=O)([O-])[O-].[K+].[K+]. The catalyst is C(O)C. The product is [N:1]1[CH:2]=[CH:3][C:4]([C:7]2[N:17]=[C:18]3[NH:23][CH2:22][CH2:21][CH2:20][N:19]3[C:9](=[O:11])[CH:8]=2)=[CH:5][CH:6]=1. The yield is 0.750.